From a dataset of Full USPTO retrosynthesis dataset with 1.9M reactions from patents (1976-2016). Predict the reactants needed to synthesize the given product. (1) Given the product [O:7]([C:8]1[CH:13]=[CH:12][C:11]([N:14]2[C:22]3[C:17](=[CH:18][C:19]([N+:23]([O-:25])=[O:24])=[CH:20][CH:21]=3)[CH2:16][CH2:15]2)=[CH:10][C:9]=1[Cl:26])[C@H:6]1[O:27][C@H:28]([CH2:39][OH:40])[C@@H:29]([OH:35])[C@H:30]([OH:31])[C@@H:5]1[OH:4], predict the reactants needed to synthesize it. The reactants are: C([O:4][C@H:5]1[C@@H:30]([O:31]C(=O)C)[C@H:29]([O:35]C(=O)C)[C@@H:28]([CH2:39][O:40]C(=O)C)[O:27][C@@H:6]1[O:7][C:8]1[CH:13]=[CH:12][C:11]([N:14]2[C:22]3[C:17](=[CH:18][C:19]([N+:23]([O-:25])=[O:24])=[CH:20][CH:21]=3)[CH2:16][CH2:15]2)=[CH:10][C:9]=1[Cl:26])(=O)C.C[O-].[Na+]. (2) Given the product [C:42]([O:45][CH2:46][C:47]1[C:52]([C:79]2[N:80]=[C:81]([NH:87][C:88]3[CH:89]=[C:90]4[C:95](=[CH:96][CH:97]=3)[CH2:94][N:93]([CH:98]3[CH2:99][O:100][CH2:101]3)[CH2:92][CH2:91]4)[C:82](=[O:86])[N:83]([CH3:85])[CH:84]=2)=[CH:51][C:50]([F:62])=[CH:49][C:48]=1[N:63]1[CH2:74][CH2:73][C:72]2[C:71]3[CH2:70][C:69]([CH3:75])([CH3:76])[CH2:68][C:67]=3[S:66][C:65]=2[C:64]1=[O:77])(=[O:44])[CH3:43], predict the reactants needed to synthesize it. The reactants are: C(OCC1C(N2CCN3C4CCCCC=4C=C3C2=O)=CC=CC=1C1C=C(NC2C=CC(F)=CN=2)C(=O)N(C)C=1)(=O)C.[C:42]([O:45][CH2:46][C:47]1[C:52](B2OC(C)(C)C(C)(C)O2)=[CH:51][C:50]([F:62])=[CH:49][C:48]=1[N:63]1[CH2:74][CH2:73][C:72]2[C:71]3[CH2:70][C:69]([CH3:76])([CH3:75])[CH2:68][C:67]=3[S:66][C:65]=2[C:64]1=[O:77])(=[O:44])[CH3:43].Br[C:79]1[N:80]=[C:81]([NH:87][C:88]2[CH:89]=[C:90]3[C:95](=[CH:96][CH:97]=2)[CH2:94][N:93]([CH:98]2[CH2:101][O:100][CH2:99]2)[CH2:92][CH2:91]3)[C:82](=[O:86])[N:83]([CH3:85])[CH:84]=1. (3) Given the product [C:35]([O:39][C:40](=[O:50])[NH:41][CH2:42][C:43]1[CH:44]=[CH:45][C:46]([NH:49][C:17]([C:8]2[C:9](=[O:16])[O:10][C:11]3[C:6]([CH:7]=2)=[CH:5][CH:4]=[C:3]([O:2][CH3:1])[C:12]=3[CH2:13][CH2:14][CH3:15])=[O:19])=[CH:47][CH:48]=1)([CH3:38])([CH3:36])[CH3:37], predict the reactants needed to synthesize it. The reactants are: [CH3:1][O:2][C:3]1[C:12]([CH2:13][CH2:14][CH3:15])=[C:11]2[C:6]([CH:7]=[C:8]([C:17]([OH:19])=O)[C:9](=[O:16])[O:10]2)=[CH:5][CH:4]=1.C(N(C(C)C)CC)(C)C.C(OCC)(=O)C.[C:35]([O:39][C:40](=[O:50])[NH:41][CH2:42][C:43]1[CH:48]=[CH:47][C:46]([NH2:49])=[CH:45][CH:44]=1)([CH3:38])([CH3:37])[CH3:36]. (4) Given the product [C:24]([O:23][C@@H:13]1[C@@H:14]([CH2:19][CH2:20][OH:21])[C:15](=[O:18])[O:16][CH2:17][C@H:9]([NH:8][C:6]([O:5][C:1]([CH3:2])([CH3:4])[CH3:3])=[O:7])[C:10](=[O:30])[O:11][C@H:12]1[CH3:29])(=[O:28])[CH:25]([CH3:27])[CH3:26], predict the reactants needed to synthesize it. The reactants are: [C:1]([O:5][C:6]([NH:8][C@H:9]1[CH2:17][O:16][C:15](=[O:18])[C@H:14]([CH2:19][C:20](O)=[O:21])[C@@H:13]([O:23][C:24](=[O:28])[CH:25]([CH3:27])[CH3:26])[C@H:12]([CH3:29])[O:11][C:10]1=[O:30])=[O:7])([CH3:4])([CH3:3])[CH3:2].B.